From a dataset of Reaction yield outcomes from USPTO patents with 853,638 reactions. Predict the reaction yield, written as a fraction of the theoretical maximum amount of product (1.0 means a 100% yield; for example, 0.34 means a 34% yield). (1) The reactants are [C:1]([O:5][C:6]([N:8]1[CH2:13][CH2:12][C:11]2[NH:14][N:15]=[C:16]([C:17]3[CH:22]=[CH:21][C:20]([Cl:23])=[C:19]([CH3:24])[CH:18]=3)[C:10]=2[CH2:9]1)=[O:7])([CH3:4])([CH3:3])[CH3:2].[CH2:25]([CH:27]1[O:29][CH2:28]1)Cl.C(=O)([O-])[O-].[Cs+].[Cs+]. The catalyst is CN(C=O)C.CCOC(C)=O. The product is [C:1]([O:5][C:6]([N:8]1[CH2:13][CH2:12][C:11]2[N:14]([CH2:25][CH:27]3[CH2:28][O:29]3)[N:15]=[C:16]([C:17]3[CH:22]=[CH:21][C:20]([Cl:23])=[C:19]([CH3:24])[CH:18]=3)[C:10]=2[CH2:9]1)=[O:7])([CH3:4])([CH3:3])[CH3:2]. The yield is 0.570. (2) The yield is 0.830. The product is [O:9]=[C:7]1[NH:28][CH2:26][C:15](=[O:18])[N:1]2[C@@H:2]([C:11]([O:13][CH3:14])=[O:12])[CH2:3][CH2:4][CH2:5][C@@H:6]12. The catalyst is C1COCC1. The reactants are [NH:1]1[C@H:6]([C:7]([O:9]C)=O)[CH2:5][CH2:4][CH2:3][C@@H:2]1[C:11]([O:13][CH3:14])=[O:12].[C:15]([O-:18])([O-])=O.[Na+].[Na+].BrCC(Cl)=O.[C:26](#[N:28])C. (3) The reactants are [NH2:1][C@H:2]([C:6]([OH:8])=[O:7])[CH:3]([CH3:5])[CH3:4].[OH-].[Na+].[C:11]1([CH2:17][C:18](Cl)=[O:19])[CH:16]=[CH:15][CH:14]=[CH:13][CH:12]=1. No catalyst specified. The product is [CH3:4][CH:3]([CH2:2][CH3:6])[CH2:5][O:7][C:6](=[O:8])[C@H:2]([CH:3]([CH3:5])[CH3:4])[NH:1][C:18](=[O:19])[CH2:17][C:11]1[CH:16]=[CH:15][CH:14]=[CH:13][CH:12]=1. The yield is 0.690. (4) The reactants are Cl.[CH:2]1([C:5]2[N:6]=[CH:7][C:8]([O:11][C@H:12]3[CH2:22][N:15]4[C:16](=[O:21])[CH2:17][CH2:18][NH:19][CH2:20][C@H:14]4[CH2:13]3)=[N:9][CH:10]=2)[CH2:4][CH2:3]1.C(N(CC)CC)C.[F:30][C:31]([F:43])([F:42])[C:32]1[CH:37]=[CH:36][C:35]([S:38](Cl)(=[O:40])=[O:39])=[CH:34][CH:33]=1.C(OCC)(=O)C. The catalyst is ClCCl. The product is [CH:2]1([C:5]2[N:6]=[CH:7][C:8]([O:11][C@H:12]3[CH2:22][N:15]4[C:16](=[O:21])[CH2:17][CH2:18][N:19]([S:38]([C:35]5[CH:34]=[CH:33][C:32]([C:31]([F:30])([F:42])[F:43])=[CH:37][CH:36]=5)(=[O:40])=[O:39])[CH2:20][C@H:14]4[CH2:13]3)=[N:9][CH:10]=2)[CH2:4][CH2:3]1. The yield is 0.620.